From a dataset of Forward reaction prediction with 1.9M reactions from USPTO patents (1976-2016). Predict the product of the given reaction. (1) The product is: [C:1]([C:9]1[CH:14]=[CH:13][CH:12]=[CH:11][C:10]=1[NH:15][S:16]([C:19]1[CH:20]=[CH:21][C:22]([C:23]([NH:43][C@H:40]2[CH2:41][CH2:42][C@H:37]([CH2:36][CH2:35][N:30]3[CH2:34][CH2:33][CH2:32][CH2:31]3)[CH2:38][CH2:39]2)=[O:25])=[CH:26][CH:27]=1)(=[O:17])=[O:18])(=[O:8])[C:2]1[CH:3]=[CH:4][CH:5]=[CH:6][CH:7]=1. Given the reactants [C:1]([C:9]1[CH:14]=[CH:13][CH:12]=[CH:11][C:10]=1[NH:15][S:16]([C:19]1[CH:27]=[CH:26][C:22]([C:23]([OH:25])=O)=[CH:21][CH:20]=1)(=[O:18])=[O:17])(=[O:8])[C:2]1[CH:7]=[CH:6][CH:5]=[CH:4][CH:3]=1.Cl.Cl.[N:30]1([CH2:35][CH2:36][C@H:37]2[CH2:42][CH2:41][C@H:40]([NH2:43])[CH2:39][CH2:38]2)[CH2:34][CH2:33][CH2:32][CH2:31]1, predict the reaction product. (2) Given the reactants [CH2:1]([C:8]1[N:12]=[C:11]([C:13]2[CH:18]=[CH:17][CH:16]=[CH:15][CH:14]=2)[O:10][N:9]=1)[C:2]1[CH:7]=[CH:6][CH:5]=[CH:4][CH:3]=1.[C:19]([O:23][P:24]([C:31]([C:34]1[CH:39]=[CH:38][C:37]([CH2:40]Br)=[CH:36][C:35]=1[Br:42])([F:33])[F:32])(=[O:30])[O:25][C:26]([CH3:29])([CH3:28])[CH3:27])([CH3:22])([CH3:21])[CH3:20], predict the reaction product. The product is: [Br:42][C:35]1[CH:36]=[C:37]([CH2:40][CH:1]([C:2]2[CH:3]=[CH:4][CH:5]=[CH:6][CH:7]=2)[C:8]2[N:12]=[C:11]([C:13]3[CH:18]=[CH:17][CH:16]=[CH:15][CH:14]=3)[O:10][N:9]=2)[CH:38]=[CH:39][C:34]=1[C:31]([P:24](=[O:30])([O:25][C:26]([CH3:29])([CH3:28])[CH3:27])[O:23][C:19]([CH3:22])([CH3:20])[CH3:21])([F:32])[F:33]. (3) Given the reactants C(OP(O[CH2:10][C:11]1[O:15][N:14]=[C:13]([C:16]([O:18][CH2:19][CH3:20])=[O:17])[CH:12]=1)(OCC)=O)C.[O:21]1[C:25]2[CH:26]=[CH:27][C:28](B(O)O)=[CH:29][C:24]=2[O:23][CH2:22]1.C(=O)([O-])[O-].[K+].[K+].C1(P(C2C=CC=CC=2)C2C=CC=CC=2)C=CC=CC=1, predict the reaction product. The product is: [O:21]1[C:25]2[CH:26]=[CH:27][C:28]([CH2:10][C:11]3[O:15][N:14]=[C:13]([C:16]([O:18][CH2:19][CH3:20])=[O:17])[CH:12]=3)=[CH:29][C:24]=2[O:23][CH2:22]1. (4) Given the reactants [CH3:1][C:2]1[C:7]([N+:8]([O-:10])=[O:9])=[CH:6][N:5]=[C:4]([NH:11][C:12](=[O:14])[CH3:13])[CH:3]=1.CO[CH:17](OC)[N:18]([CH3:20])[CH3:19].C1(C)C=CC=CC=1, predict the reaction product. The product is: [CH3:17][N:18]([CH3:20])/[CH:19]=[CH:1]\[C:2]1[C:7]([N+:8]([O-:10])=[O:9])=[CH:6][N:5]=[C:4]([NH:11][C:12](=[O:14])[CH3:13])[CH:3]=1. (5) Given the reactants [CH3:1][NH:2][CH2:3][CH:4]([OH:7])[CH2:5][OH:6].[C:16](O[C:16]([O:18][C:19]([CH3:22])([CH3:21])[CH3:20])=[O:17])([O:18][C:19]([CH3:22])([CH3:21])[CH3:20])=[O:17], predict the reaction product. The product is: [C:19]([O:18][C:16](=[O:17])[N:2]([CH2:3][CH:4]([OH:7])[CH2:5][OH:6])[CH3:1])([CH3:20])([CH3:21])[CH3:22].